Dataset: Catalyst prediction with 721,799 reactions and 888 catalyst types from USPTO. Task: Predict which catalyst facilitates the given reaction. (1) The catalyst class is: 17. Product: [CH3:1][O:2][C:3](=[O:28])[CH2:4][CH2:5][C@H:6]([C@@H:8]1[C@:25]2([CH3:26])[C@H:11]([C@H:12]3[C@H:22]([CH2:23][CH2:24]2)[C@:20]2([CH3:21])[C:15]([CH2:16][C@@H:17]([O:27][C:29](=[O:31])[CH3:30])[CH2:18][CH2:19]2)=[CH:14][CH2:13]3)[CH2:10][CH2:9]1)[CH3:7]. Reactant: [CH3:1][O:2][C:3](=[O:28])[CH2:4][CH2:5][C@H:6]([C@@H:8]1[C@:25]2([CH3:26])[C@H:11]([C@H:12]3[C@H:22]([CH2:23][CH2:24]2)[C@:20]2([CH3:21])[C:15]([CH2:16][C@@H:17]([OH:27])[CH2:18][CH2:19]2)=[CH:14][CH2:13]3)[CH2:10][CH2:9]1)[CH3:7].[C:29](OC(=O)C)(=[O:31])[CH3:30]. (2) Reactant: [CH:1]1([C:6]2[CH:29]=[CH:28][C:9]([CH2:10][O:11][C:12]3[CH:20]=[CH:19][C:18]4[NH:17][C:16]5[C@@H:21]([CH2:24][C:25]([OH:27])=[O:26])[CH2:22][CH2:23][C:15]=5[C:14]=4[CH:13]=3)=[CH:8][C:7]=2[C:30]([F:33])([F:32])[F:31])[CH2:5][CH2:4][CH2:3][CH2:2]1.[NH2:34][C@H:35]([C:43]([OH:45])=[O:44])[CH2:36][CH2:37][CH2:38][NH:39][C:40](=[NH:42])[NH2:41].C([O-])(=O)C. Product: [NH2:34][C@H:35]([C:43]([OH:45])=[O:44])[CH2:36][CH2:37][CH2:38][NH:39][C:40](=[NH:41])[NH2:42].[CH:1]1([C:6]2[CH:29]=[CH:28][C:9]([CH2:10][O:11][C:12]3[CH:20]=[CH:19][C:18]4[NH:17][C:16]5[C@@H:21]([CH2:24][C:25]([O-:27])=[O:26])[CH2:22][CH2:23][C:15]=5[C:14]=4[CH:13]=3)=[CH:8][C:7]=2[C:30]([F:33])([F:31])[F:32])[CH2:5][CH2:4][CH2:3][CH2:2]1. The catalyst class is: 41.